Dataset: Forward reaction prediction with 1.9M reactions from USPTO patents (1976-2016). Task: Predict the product of the given reaction. (1) Given the reactants [H-].[Na+].[C:3]([C:7]1[CH:12]=[CH:11][C:10]([C:13]2[S:14][CH:15]=[C:16]([C:19]([O:21][CH2:22][CH3:23])=[O:20])[C:17]=2[OH:18])=[CH:9][CH:8]=1)([CH3:6])([CH3:5])[CH3:4].[CH3:24][O:25][CH2:26]Cl.[Cl-].[NH4+], predict the reaction product. The product is: [C:3]([C:7]1[CH:8]=[CH:9][C:10]([C:13]2[S:14][CH:15]=[C:16]([C:19]([O:21][CH2:22][CH3:23])=[O:20])[C:17]=2[O:18][CH2:24][O:25][CH3:26])=[CH:11][CH:12]=1)([CH3:6])([CH3:4])[CH3:5]. (2) Given the reactants N1C=CC=NC=1.CS([C:11]1[N:12]=[C:13]([N:26]2[CH2:31][CH2:30][CH:29]([CH2:32][O:33][CH2:34][CH2:35][N:36]3[CH2:40][CH2:39][CH2:38][CH2:37]3)[CH2:28][CH2:27]2)[C:14]2[C:19]([C:20]3[CH:25]=[CH:24][CH:23]=[CH:22][CH:21]=3)=[CH:18][O:17][C:15]=2[N:16]=1)(=O)=O.[BH4-].[Na+], predict the reaction product. The product is: [C:20]1([C:19]2[C:14]3[C:13]([N:26]4[CH2:31][CH2:30][CH:29]([CH2:32][O:33][CH2:34][CH2:35][N:36]5[CH2:37][CH2:38][CH2:39][CH2:40]5)[CH2:28][CH2:27]4)=[N:12][CH:11]=[N:16][C:15]=3[O:17][CH:18]=2)[CH:21]=[CH:22][CH:23]=[CH:24][CH:25]=1. (3) The product is: [CH3:1][O:2][C:3]1[CH:11]=[C:10]2[C:6]([CH:7]=[N:8][NH:9]2)=[CH:5][C:4]=1[NH:12][C:13]1[C:14]2[N:21]=[C:20]([CH2:22][CH2:23][CH2:24][C:25]([N:29]([CH3:30])[CH3:28])=[O:27])[S:19][C:15]=2[N:16]=[CH:17][N:18]=1. Given the reactants [CH3:1][O:2][C:3]1[CH:11]=[C:10]2[C:6]([CH:7]=[N:8][NH:9]2)=[CH:5][C:4]=1[NH:12][C:13]1[C:14]2[N:21]=[C:20]([CH2:22][CH2:23][CH2:24][C:25]([OH:27])=O)[S:19][C:15]=2[N:16]=[CH:17][N:18]=1.[CH3:28][NH:29][CH3:30], predict the reaction product. (4) Given the reactants [CH3:1][C@H:2]1[C@@H:7]2[C@@:8]3([CH3:43])[C@@H:18]([O:19][C:20]([CH3:22])=[O:21])[C@@H:17]([O:23][C:24]([CH3:26])=[O:25])[C@@H:16]4[C@@:27]5([CH3:42])[C@@H:32]([O:33][C:34]([CH3:36])=[O:35])[C@H:31]6[O:37][C@H:30]6[CH2:29][C@@H:28]5[C:38]([C@H:40]([OH:41])[C@H:15]4[C@@H:9]3[C@@H:10]([O:11]C(C)=O)[C@H:6]2[C@@:5]2([CH3:50])[C@@:44]([OH:49])([CH3:48])[C:45]([O:47][C:4]2=[CH:3]1)=[O:46])=[O:39], predict the reaction product. The product is: [CH3:1][C@H:2]1[C@@H:7]2[C@@:8]3([CH3:43])[C@@H:18]([O:19][C:20]([CH3:22])=[O:21])[C@@H:17]([O:23][C:24]([CH3:26])=[O:25])[C@@H:16]4[C@@:27]5([CH3:42])[C@@H:32]([O:33][C:34]([CH3:36])=[O:35])[C@H:31]6[O:37][C@H:30]6[CH2:29][C@@H:28]5[C:38]([C@H:40]([OH:41])[C@H:15]4[C@@H:9]3[C@@H:10]([OH:11])[C@H:6]2[C@@:5]2([CH3:50])[C@@:44]([OH:49])([CH3:48])[C:45]([O:47][C:4]2=[CH:3]1)=[O:46])=[O:39]. (5) Given the reactants [CH3:1][C:2]1[C:6]([C:7]2[CH:16]=[C:15]3[C:10]([C:11]([NH:18][C@@H:19]([C:21]4[CH:26]=[CH:25][CH:24]=[CH:23][CH:22]=4)[CH3:20])=[C:12]([NH2:17])[CH:13]=[N:14]3)=[CH:9][C:8]=2[O:27][CH3:28])=[C:5]([CH3:29])[O:4][N:3]=1.CC(O)=O.[N:34]([O-])=O.[Na+].C(=O)([O-])O.[Na+], predict the reaction product. The product is: [CH3:1][C:2]1[C:6]([C:7]2[C:8]([O:27][CH3:28])=[CH:9][C:10]3[C:11]4[N:18]([C@@H:19]([C:21]5[CH:26]=[CH:25][CH:24]=[CH:23][CH:22]=5)[CH3:20])[N:34]=[N:17][C:12]=4[CH:13]=[N:14][C:15]=3[CH:16]=2)=[C:5]([CH3:29])[O:4][N:3]=1. (6) Given the reactants [CH3:1][C:2]1[CH:3]=[CH:4][CH:5]=[C:6]2[C:14]=1[CH2:13][C@H:12]1[C@@H:7]2[CH2:8][NH:9][CH2:10][CH2:11]1.Cl[C:16]([O:18][CH2:19][CH3:20])=[O:17].CCN(CC)CC, predict the reaction product. The product is: [CH3:16][N:9]1[CH2:8][C@H:7]2[C@H:12]([CH2:13][C:14]3[C:6]2=[CH:5][CH:4]=[CH:3][C:2]=3[CH3:1])[CH2:11][CH2:10]1.[CH2:19]([O:18][C:16]([N:9]1[CH2:8][C@H:7]2[C@H:12]([CH2:13][C:14]3[C:6]2=[CH:5][CH:4]=[CH:3][C:2]=3[CH3:1])[CH2:11][CH2:10]1)=[O:17])[CH3:20]. (7) Given the reactants [C:1]([C:3]1[CH:4]=[C:5]([C:13]2[O:17][N:16]=[C:15]([C:18]3[CH:35]=[CH:34][C:21]4[CH2:22][CH2:23][N:24](C(OC(C)(C)C)=O)[CH2:25][CH2:26][C:20]=4[CH:19]=3)[N:14]=2)[CH:6]=[CH:7][C:8]=1[NH:9][CH:10]([CH3:12])[CH3:11])#[N:2].FC(F)(F)C(O)=O, predict the reaction product. The product is: [CH3:12][CH:10]([NH:9][C:8]1[CH:7]=[CH:6][C:5]([C:13]2[O:17][N:16]=[C:15]([C:18]3[CH:35]=[CH:34][C:21]4[CH2:22][CH2:23][NH:24][CH2:25][CH2:26][C:20]=4[CH:19]=3)[N:14]=2)=[CH:4][C:3]=1[C:1]#[N:2])[CH3:11]. (8) The product is: [NH2:14][C:7]1[CH:6]=[C:5]([C:1]([CH3:4])([CH3:3])[CH3:2])[CH:10]=[CH:9][N:8]=1. Given the reactants [C:1]([C:5]1[CH:10]=[CH:9][N:8]=[CH:7][CH:6]=1)([CH3:4])([CH3:3])[CH3:2].[NH2-].[Na+].C[N:14](C)C1C=CC=CC=1, predict the reaction product.